Dataset: Full USPTO retrosynthesis dataset with 1.9M reactions from patents (1976-2016). Task: Predict the reactants needed to synthesize the given product. (1) Given the product [Br:8][C:22]1[C:17]2[C:18](=[C:19]3[C:11]([CH2:9][CH3:10])=[CH:12][N:13]([S:24]([C:27]4[CH:28]=[CH:29][C:30]([CH3:31])=[CH:32][CH:33]=4)(=[O:26])=[O:25])[C:14]3=[N:15][CH:16]=2)[N:20]([CH3:23])[N:21]=1, predict the reactants needed to synthesize it. The reactants are: C1C(=O)N([Br:8])C(=O)C1.[CH2:9]([C:11]1[C:19]2[C:14](=[N:15][CH:16]=[C:17]3[CH:22]=[N:21][N:20]([CH3:23])[C:18]3=2)[N:13]([S:24]([C:27]2[CH:33]=[CH:32][C:30]([CH3:31])=[CH:29][CH:28]=2)(=[O:26])=[O:25])[CH:12]=1)[CH3:10]. (2) Given the product [C:13]([C@@:10]1([CH:15]2[CH2:17][CH2:16]2)[CH2:11][CH2:12][N:8]([C:6]2[CH:5]=[CH:4][N:3]=[C:2]([NH:1][C:20]3[N:25]=[CH:24][C:23]([C:26]4([C:30]([NH2:32])=[O:31])[CH2:27][CH2:28][CH2:29]4)=[CH:22][CH:21]=3)[CH:7]=2)[C:9]1=[O:18])#[N:14], predict the reactants needed to synthesize it. The reactants are: [NH2:1][C:2]1[CH:7]=[C:6]([N:8]2[CH2:12][CH2:11][C@:10]([CH:15]3[CH2:17][CH2:16]3)([C:13]#[N:14])[C:9]2=[O:18])[CH:5]=[CH:4][N:3]=1.Cl[C:20]1[N:25]=[CH:24][C:23]([C:26]2([C:30]([NH2:32])=[O:31])[CH2:29][CH2:28][CH2:27]2)=[CH:22][CH:21]=1.C(=O)([O-])[O-].[K+].[K+].C1(P(C2CCCCC2)C2C(OC)=CC=C(OC)C=2C2C(C(C)C)=CC(C(C)C)=CC=2C(C)C)CCCCC1.C(=O)([O-])O.[Na+]. (3) The reactants are: Cl.[N:2]1([C:7](=N)[NH2:8])C=CC=N1.CN(C=O)C.CCN(C(C)C)C(C)C.[NH2:24][CH:25]([CH2:28][OH:29])[CH2:26][OH:27]. Given the product [OH:27][CH2:26][CH:25]([NH:24][C:7]([NH2:8])=[NH:2])[CH2:28][OH:29], predict the reactants needed to synthesize it. (4) Given the product [Br:10][C:11]1[C:12](=[O:19])[NH:13][N:14]=[C:15]([Cl:17])[CH:16]=1, predict the reactants needed to synthesize it. The reactants are: N([O-])=O.[Na+].OS(O)(=O)=O.[Br:10][C:11]1[CH:16]=[C:15]([Cl:17])[N:14]=[N:13][C:12]=1N.[OH2:19]. (5) Given the product [Cl:5][CH2:4][CH2:3][CH2:2][N:6]1[CH2:11][CH2:10][O:9][CH2:8][CH2:7]1, predict the reactants needed to synthesize it. The reactants are: Br[CH2:2][CH2:3][CH2:4][Cl:5].[NH:6]1[CH2:11][CH2:10][O:9][CH2:8][CH2:7]1. (6) Given the product [C:23]1([N:16]2[C:17]3[N:18]=[CH:19][CH:20]=[CH:21][C:22]=3[C:13]3[NH:12][N:11]=[C:10]([CH2:9][CH2:8][C:3]4[CH:4]=[CH:5][CH:6]=[CH:7][C:2]=4[NH:1][C:35]([NH2:36])=[O:34])[C:14]=3[C:15]2=[O:29])[CH:28]=[CH:27][CH:26]=[CH:25][CH:24]=1, predict the reactants needed to synthesize it. The reactants are: [NH2:1][C:2]1[CH:7]=[CH:6][CH:5]=[CH:4][C:3]=1[CH2:8][CH2:9][C:10]1[C:14]2[C:15](=[O:29])[N:16]([C:23]3[CH:28]=[CH:27][CH:26]=[CH:25][CH:24]=3)[C:17]3[N:18]=[CH:19][CH:20]=[CH:21][C:22]=3[C:13]=2[NH:12][N:11]=1.C(O)(=O)C.[O-:34][C:35]#[N:36].[K+]. (7) Given the product [F:30][CH2:31][CH2:32][NH:33][C:11]([C:9]1[CH:8]=[CH:7][C:6]2[N:2]([CH3:1])[C:3]([NH:14][C:15]3[S:16][C:17]4[CH:23]=[C:22]([O:24][C:25]([F:28])([F:26])[F:27])[CH:21]=[CH:20][C:18]=4[N:19]=3)=[N:4][C:5]=2[CH:10]=1)=[O:12], predict the reactants needed to synthesize it. The reactants are: [CH3:1][N:2]1[C:6]2[CH:7]=[CH:8][C:9]([C:11](O)=[O:12])=[CH:10][C:5]=2[N:4]=[C:3]1[NH:14][C:15]1[S:16][C:17]2[CH:23]=[C:22]([O:24][C:25]([F:28])([F:27])[F:26])[CH:21]=[CH:20][C:18]=2[N:19]=1.Cl.[F:30][CH2:31][CH2:32][NH2:33].C1C=CC(P(N=[N+]=[N-])(C2C=CC=CC=2)=O)=CC=1.CCN(C(C)C)C(C)C. (8) Given the product [Br:13][C:5]1[C:4]([NH:3][CH2:1][CH3:2])=[C:9]([NH2:10])[CH:8]=[N:7][CH:6]=1, predict the reactants needed to synthesize it. The reactants are: [CH2:1]([NH:3][C:4]1[C:9]([N+:10]([O-])=O)=[CH:8][N:7]=[CH:6][C:5]=1[Br:13])[CH3:2]. (9) Given the product [F:35][C:2]([F:1])([F:36])[C:3]1[CH:4]=[C:5]([CH:32]=[CH:33][CH:34]=1)[CH2:6][NH:7][C:8](=[O:31])[C:9]1[CH:14]=[CH:13][N:12]=[C:11]([C:15]2[CH:20]=[C:19]([N:21]([CH2:22][CH2:23][CH3:24])[CH2:25][CH2:26][CH3:27])[CH:18]=[CH:17][C:16]=2[NH2:28])[CH:10]=1, predict the reactants needed to synthesize it. The reactants are: [F:1][C:2]([F:36])([F:35])[C:3]1[CH:4]=[C:5]([CH:32]=[CH:33][CH:34]=1)[CH2:6][NH:7][C:8](=[O:31])[C:9]1[CH:14]=[CH:13][N:12]=[C:11]([C:15]2[CH:20]=[C:19]([N:21]([CH2:25][CH2:26][CH3:27])[CH2:22][CH2:23][CH3:24])[CH:18]=[CH:17][C:16]=2[N+:28]([O-])=O)[CH:10]=1.